This data is from Forward reaction prediction with 1.9M reactions from USPTO patents (1976-2016). The task is: Predict the product of the given reaction. (1) The product is: [NH2:1][C:2]1[N:7]=[C:6]([NH:27][CH2:23][CH2:24][CH2:25][CH3:26])[C:5]([CH2:9][C:10]2[CH:19]=[CH:18][C:13]([C:14]([O:16][CH3:17])=[O:15])=[CH:12][C:11]=2[O:20][CH3:21])=[C:4]([CH3:22])[N:3]=1. Given the reactants [NH2:1][C:2]1[N:7]=[C:6](Cl)[C:5]([CH2:9][C:10]2[CH:19]=[CH:18][C:13]([C:14]([O:16][CH3:17])=[O:15])=[CH:12][C:11]=2[O:20][CH3:21])=[C:4]([CH3:22])[N:3]=1.[CH2:23]([NH2:27])[CH2:24][CH2:25][CH3:26], predict the reaction product. (2) Given the reactants [Cl:1][C:2]1[CH:7]=[CH:6][C:5]([CH2:8][C:9](=O)[CH3:10])=[C:4]([O:12][CH3:13])[CH:3]=1.[CH3:14][C:15]([S@@:18]([NH2:20])=[O:19])([CH3:17])[CH3:16], predict the reaction product. The product is: [Cl:1][C:2]1[CH:7]=[CH:6][C:5]([CH2:8]/[C:9](=[N:20]\[S@:18]([C:15]([CH3:17])([CH3:16])[CH3:14])=[O:19])/[CH3:10])=[C:4]([O:12][CH3:13])[CH:3]=1. (3) Given the reactants [NH:1]1[C:5]2=[N:6][CH:7]=[CH:8][CH:9]=[C:4]2[CH:3]=[CH:2]1.ClC1C=C(C=CC=1)C(OO)=[O:15], predict the reaction product. The product is: [NH:1]1[C:5]2=[N+:6]([O-:15])[CH:7]=[CH:8][CH:9]=[C:4]2[CH:3]=[CH:2]1. (4) Given the reactants [Cl:1][C:2]1[C:3]([F:46])=[C:4]([C@@H:8]2[C@@:27]3([C:31]4[CH:32]=[N:33][C:34]([O:36][CH3:37])=[CH:35][C:30]=4[N:29](CO)[C:28]3=[O:40])[C@H:26]([CH2:41][C:42]([CH3:45])([CH3:44])[CH3:43])[N:10]3[CH2:11][N:12]([C:15]4[C:23]([O:24][CH3:25])=[CH:22][CH:21]=[CH:20][C:16]=4C([O-])=O)[C:13](=[O:14])[C@@H:9]23)[CH:5]=[CH:6][CH:7]=1.[OH-:47].[Na+].Cl.C[CH2:51][OH:52], predict the reaction product. The product is: [Cl:1][C:2]1[C:3]([F:46])=[C:4]([C@@H:8]2[C@@:27]3([C:31]4[CH:32]=[N:33][C:34]([O:36][CH3:37])=[CH:35][C:30]=4[NH:29][C:28]3=[O:40])[C@H:26]([CH2:41][C:42]([CH3:43])([CH3:44])[CH3:45])[N:10]3[CH2:11][N:12]([C:15]4[CH:16]=[CH:20][C:21]([C:51]([OH:52])=[O:47])=[CH:22][C:23]=4[O:24][CH3:25])[C:13](=[O:14])[C@@H:9]23)[CH:5]=[CH:6][CH:7]=1. (5) Given the reactants [H-].[Na+].[NH2:3][C@@H:4]1[C:13]2[C:8](=[CH:9][CH:10]=[CH:11][CH:12]=2)[C@H:7]([OH:14])[CH2:6][CH2:5]1.F[C:16]1[CH:17]=[CH:18][C:19]2[N:20]([C:22]([C@@H:25]3[CH2:30][CH2:29][CH2:28][CH2:27][N:26]3[CH3:31])=[N:23][N:24]=2)[CH:21]=1, predict the reaction product. The product is: [CH3:31][N:26]1[CH2:27][CH2:28][CH2:29][CH2:30][C@H:25]1[C:22]1[N:20]2[CH:21]=[C:16]([O:14][C@H:7]3[C:8]4[C:13](=[CH:12][CH:11]=[CH:10][CH:9]=4)[C@@H:4]([NH2:3])[CH2:5][CH2:6]3)[CH:17]=[CH:18][C:19]2=[N:24][N:23]=1.